From a dataset of Catalyst prediction with 721,799 reactions and 888 catalyst types from USPTO. Predict which catalyst facilitates the given reaction. (1) Reactant: Br.[CH2:2]([C:4]1[CH:9]=[C:8]([C:10]2[CH:15]=[CH:14][CH:13]=[CH:12][CH:11]=2)[N:7]=[N:6][C:5]=1[NH:16][C:17]1[CH:22]=[CH:21][C:20]([O:23]C)=[CH:19][CH:18]=1)[CH3:3].C([O-])([O-])=O.[Na+].[Na+]. Product: [CH2:2]([C:4]1[CH:9]=[C:8]([C:10]2[CH:15]=[CH:14][CH:13]=[CH:12][CH:11]=2)[N:7]=[N:6][C:5]=1[NH:16][C:17]1[CH:18]=[CH:19][C:20]([OH:23])=[CH:21][CH:22]=1)[CH3:3]. The catalyst class is: 52. (2) Reactant: [F:1][CH:2]([F:15])[O:3][C:4]1[CH:13]=[CH:12][CH:11]=[C:10]([F:14])[C:5]=1[C:6]([O:8]C)=[O:7].[OH-].[Li+]. Product: [F:15][CH:2]([F:1])[O:3][C:4]1[CH:13]=[CH:12][CH:11]=[C:10]([F:14])[C:5]=1[C:6]([OH:8])=[O:7]. The catalyst class is: 38. (3) Reactant: [N:1]1[CH:6]=[CH:5][CH:4]=[CH:3][C:2]=1[C@H:7]([NH:9][CH2:10][CH2:11][CH2:12][CH2:13][N:14]1[C:22](=[O:23])[C:21]2[C:16](=[CH:17][CH:18]=[CH:19][CH:20]=2)[C:15]1=[O:24])[CH3:8].[CH3:25][C:26]1[C:27]([CH:32]=O)=[N:28][CH:29]=[CH:30][CH:31]=1.[BH-](OC(C)=O)(OC(C)=O)OC(C)=O.[Na+]. Product: [CH3:25][C:26]1[C:27]([CH2:32][N:9]([CH:7]([C:2]2[CH:3]=[CH:4][CH:5]=[CH:6][N:1]=2)[CH3:8])[CH2:10][CH2:11][CH2:12][CH2:13][N:14]2[C:22](=[O:23])[C:21]3[C:16](=[CH:17][CH:18]=[CH:19][CH:20]=3)[C:15]2=[O:24])=[N:28][CH:29]=[CH:30][CH:31]=1. The catalyst class is: 2. (4) Reactant: Cl[C:2]1[N:7]=[C:6]([NH:8][CH:9]2[CH2:23][CH:12]3[CH2:13][N:14]([C:16]([O:18][C:19]([CH3:22])([CH3:21])[CH3:20])=[O:17])[CH2:15][CH:11]3[CH2:10]2)[C:5]([C:24]#[N:25])=[CH:4][N:3]=1.Cl.[CH3:27][N:28]1[CH:32]=[CH:31][C:30](N)=[N:29]1.CC[N:36](C(C)C)C(C)C. Product: [C:24]([C:5]1[C:6]([NH:8][CH:9]2[CH2:23][CH:12]3[CH2:13][N:14]([C:16]([O:18][C:19]([CH3:22])([CH3:21])[CH3:20])=[O:17])[CH2:15][CH:11]3[CH2:10]2)=[N:7][C:2]([NH:36][C:31]2[CH:30]=[N:29][N:28]([CH3:27])[CH:32]=2)=[N:3][CH:4]=1)#[N:25]. The catalyst class is: 51. (5) The catalyst class is: 1. Product: [Cl:11][C:6]1[CH:5]=[C:4]([CH:9]=[CH:8][C:7]=1[OH:10])[CH2:3][NH:2][C:13]1[N:18]=[C:17]([O:19][CH2:20][C:21]([F:24])([F:22])[F:23])[N:16]=[C:15]([NH:25][C:26]2[CH:38]=[CH:37][C:29]([C:30]([O:32][C:33]([CH3:34])([CH3:36])[CH3:35])=[O:31])=[CH:28][CH:27]=2)[N:14]=1. Reactant: Br.[NH2:2][CH2:3][C:4]1[CH:9]=[CH:8][C:7]([OH:10])=[C:6]([Cl:11])[CH:5]=1.Cl[C:13]1[N:18]=[C:17]([O:19][CH2:20][C:21]([F:24])([F:23])[F:22])[N:16]=[C:15]([NH:25][C:26]2[CH:38]=[CH:37][C:29]([C:30]([O:32][C:33]([CH3:36])([CH3:35])[CH3:34])=[O:31])=[CH:28][CH:27]=2)[N:14]=1.C(N(CC)C(C)C)(C)C.